Dataset: Reaction yield outcomes from USPTO patents with 853,638 reactions. Task: Predict the reaction yield, written as a fraction of the theoretical maximum amount of product (1.0 means a 100% yield; for example, 0.34 means a 34% yield). (1) The reactants are [C:1]1(=O)[C:11]2=[C:12]3[C:7](=[CH:8][CH:9]=[CH:10]2)[CH:6]=[CH:5][CH:4]=[C:3]3[C:2]1=O.[CH:15]([C:18]1[CH:24]=[CH:23][CH:22]=[C:21]([CH:25]([CH3:27])[CH3:26])[C:19]=1[NH2:20])([CH3:17])[CH3:16]. The yield is 0.780. The product is [CH:25]([C:21]1[CH:22]=[CH:23][CH:24]=[C:18]([CH:15]([CH3:17])[CH3:16])[C:19]=1/[N:20]=[C:2]1/[C:1](=[N:20]/[C:19]2[C:21]([CH:25]([CH3:26])[CH3:27])=[CH:22][CH:23]=[CH:24][C:18]=2[CH:15]([CH3:17])[CH3:16])/[C:11]2[CH:10]=[CH:9][CH:8]=[C:7]3[C:12]=2[C:3]/1=[CH:4][CH:5]=[CH:6]3)([CH3:27])[CH3:26]. The catalyst is C(O)(=O)C. (2) The reactants are [C:1]([CH2:3][C:4]([O:6]C)=O)#[N:2].[CH2:8]([C:10]1[CH:17]=[CH:16][C:13]([CH2:14][NH2:15])=[C:12]([F:18])[CH:11]=1)[CH3:9]. The catalyst is C(O)C.CN(C1C=CN=CC=1)C. The product is [C:1]([CH2:3][C:4]([NH:15][CH2:14][C:13]1[CH:16]=[CH:17][C:10]([CH2:8][CH3:9])=[CH:11][C:12]=1[F:18])=[O:6])#[N:2]. The yield is 0.400. (3) The reactants are F.[Si](O[C:10]1[C:15]2[N:16]=[C:17]([C:19]3[CH:24]=[CH:23][C:22]([O:25][Si](C(C)(C)C)(C)C)=[C:21]([F:33])[CH:20]=3)[O:18][C:14]=2[C:13]([CH:34]=[CH2:35])=[CH:12][CH:11]=1)(C(C)(C)C)(C)C.C1C[O:39]CC1.C(#N)C. The catalyst is O. The product is [F:33][C:21]1[CH:20]=[C:19]([C:17]2[O:18][C:14]3[C:13]([CH:34]=[CH2:35])=[CH:12][C:11]([OH:39])=[CH:10][C:15]=3[N:16]=2)[CH:24]=[CH:23][C:22]=1[OH:25]. The yield is 0.810. (4) The reactants are [C:1]([O:5][C:6](=[O:21])[N:7]([CH2:11][C:12]1[CH:17]=[CH:16][C:15]([Cl:18])=[C:14]([CH:19]=O)[CH:13]=1)[CH2:8][CH2:9][F:10])([CH3:4])([CH3:3])[CH3:2].[CH:22]1([NH2:25])[CH2:24][CH2:23]1.[BH4-].[Na+]. The yield is 0.880. The product is [C:1]([O:5][C:6](=[O:21])[N:7]([CH2:11][C:12]1[CH:17]=[CH:16][C:15]([Cl:18])=[C:14]([CH2:19][NH:25][CH:22]2[CH2:24][CH2:23]2)[CH:13]=1)[CH2:8][CH2:9][F:10])([CH3:4])([CH3:3])[CH3:2]. The catalyst is CO. (5) The reactants are [CH3:1][O:2][C:3]1[CH:12]=[C:11]2[C:6]([CH2:7][CH2:8][CH:9]=[C:10]2[CH2:13][C:14]#[N:15])=[CH:5][CH:4]=1.C(OCC=C)(=O)C(C)=C. The catalyst is C1(C)C=CC=CC=1.[Pd]. The product is [CH3:1][O:2][C:3]1[CH:12]=[C:11]2[C:6]([CH:7]=[CH:8][CH:9]=[C:10]2[CH2:13][C:14]#[N:15])=[CH:5][CH:4]=1. The yield is 0.910. (6) The catalyst is CC(O)C.O.[Fe]. The reactants are [Br:1][C:2]1[CH:3]=[CH:4][C:5]([N+:19]([O-])=O)=[C:6]([NH:8][C@@H:9]([CH2:14][C:15]([O:17][CH3:18])=[O:16])[C:10](OC)=[O:11])[CH:7]=1.CC(O)=O. The product is [Br:1][C:2]1[CH:7]=[C:6]2[C:5]([NH:19][C:10](=[O:11])[C@H:9]([CH2:14][C:15]([O:17][CH3:18])=[O:16])[NH:8]2)=[CH:4][CH:3]=1. The yield is 0.860.